Dataset: Full USPTO retrosynthesis dataset with 1.9M reactions from patents (1976-2016). Task: Predict the reactants needed to synthesize the given product. (1) The reactants are: [C:1](Cl)(=[O:3])[CH3:2].[N:5]1([C:11]2[CH:16]=[C:15]([CH2:17][N:18]3[CH:23]=[C:22]([C:24]4[O:28][N:27]=[C:26]([C:29]5[CH:34]=[CH:33][C:32]([C:35]6([C:38]([F:41])([F:40])[F:39])[CH2:37][CH2:36]6)=[CH:31][CH:30]=5)[N:25]=4)[CH:21]=[CH:20][C:19]3=[O:42])[CH:14]=[CH:13][N:12]=2)[CH2:10][CH2:9][NH:8][CH2:7][CH2:6]1.C(N(CC)CC)C. Given the product [C:1]([N:8]1[CH2:7][CH2:6][N:5]([C:11]2[CH:16]=[C:15]([CH2:17][N:18]3[CH:23]=[C:22]([C:24]4[O:28][N:27]=[C:26]([C:29]5[CH:34]=[CH:33][C:32]([C:35]6([C:38]([F:39])([F:40])[F:41])[CH2:37][CH2:36]6)=[CH:31][CH:30]=5)[N:25]=4)[CH:21]=[CH:20][C:19]3=[O:42])[CH:14]=[CH:13][N:12]=2)[CH2:10][CH2:9]1)(=[O:3])[CH3:2], predict the reactants needed to synthesize it. (2) The reactants are: [Br:1][C:2]1[CH:3]=[C:4]([CH3:14])[C:5]2[NH:10]C(=O)O[C:7](=[O:12])[C:6]=2[CH:13]=1.[CH:15]([NH2:18])([CH3:17])[CH3:16]. Given the product [NH2:10][C:5]1[C:4]([CH3:14])=[CH:3][C:2]([Br:1])=[CH:13][C:6]=1[C:7]([NH:18][CH:15]([CH3:17])[CH3:16])=[O:12], predict the reactants needed to synthesize it. (3) The reactants are: [CH2:1]([O:8][C:9]1[C:32]([Cl:33])=[CH:31][C:12]([C:13]([NH:15][C:16]2[CH:21]=[C:20]([S:22]([N:25]3[CH2:29][CH2:28][CH2:27][CH2:26]3)(=[O:24])=[O:23])[CH:19]=[CH:18][C:17]=2[OH:30])=[O:14])=[CH:11][C:10]=1[Cl:34])[C:2]1[CH:7]=[CH:6][CH:5]=[CH:4][CH:3]=1.C(=O)([O-])[O-].[K+].[K+].Br[CH2:42][CH2:43]Br.O. Given the product [CH2:1]([O:8][C:9]1[C:10]([Cl:34])=[CH:11][C:12]([C:13]([N:15]2[C:16]3[CH:21]=[C:20]([S:22]([N:25]4[CH2:29][CH2:28][CH2:27][CH2:26]4)(=[O:24])=[O:23])[CH:19]=[CH:18][C:17]=3[O:30][CH2:43][CH2:42]2)=[O:14])=[CH:31][C:32]=1[Cl:33])[C:2]1[CH:7]=[CH:6][CH:5]=[CH:4][CH:3]=1, predict the reactants needed to synthesize it. (4) The reactants are: Cl[CH2:2][CH2:3][CH2:4][N:5]1[C:14]2[C:9](=[C:10]([CH3:15])[CH:11]=[CH:12][CH:13]=2)[CH:8]=[CH:7][C:6]1=[O:16].C([O-])([O-])=O.[K+].[K+].[CH2:23]([CH:27]1[CH2:32][CH2:31][NH:30][CH2:29][CH2:28]1)[CH2:24][CH2:25][CH3:26]. Given the product [CH2:23]([CH:27]1[CH2:32][CH2:31][N:30]([CH2:2][CH2:3][CH2:4][N:5]2[C:14]3[C:9](=[C:10]([CH3:15])[CH:11]=[CH:12][CH:13]=3)[CH:8]=[CH:7][C:6]2=[O:16])[CH2:29][CH2:28]1)[CH2:24][CH2:25][CH3:26], predict the reactants needed to synthesize it.